Dataset: Forward reaction prediction with 1.9M reactions from USPTO patents (1976-2016). Task: Predict the product of the given reaction. (1) The product is: [CH2:30]([N:32]([CH2:33][CH2:34][OH:35])[CH2:2]/[CH:3]=[CH:4]/[CH2:5][O:6][CH2:7][C@H:8]1[CH2:13][CH2:12][C@H:11]([CH2:14][N:15]([CH3:29])[S:16]([C:19]2[CH:24]=[CH:23][C:22]([C:25]([F:28])([F:27])[F:26])=[CH:21][CH:20]=2)(=[O:18])=[O:17])[CH2:10][CH2:9]1)[CH3:31]. Given the reactants Br[CH2:2]/[CH:3]=[CH:4]/[CH2:5][O:6][CH2:7][C@H:8]1[CH2:13][CH2:12][C@H:11]([CH2:14][N:15]([CH3:29])[S:16]([C:19]2[CH:24]=[CH:23][C:22]([C:25]([F:28])([F:27])[F:26])=[CH:21][CH:20]=2)(=[O:18])=[O:17])[CH2:10][CH2:9]1.[CH2:30]([NH:32][CH2:33][CH2:34][OH:35])[CH3:31], predict the reaction product. (2) Given the reactants C(OC([NH:8][C@H:9]1[CH2:14][CH2:13][CH2:12][CH2:11][C@H:10]1[NH:15][C:16]1[N:21]=[C:20]([C:22]2[S:26][C:25]([NH:27]C(=O)OC(C)(C)C)=[N:24][CH:23]=2)[C:19]2[C:35](=[O:49])[N:36](CC3C=CC(OC)=CC=3OC)[CH2:37][C:18]=2[C:17]=1[F:50])=O)(C)(C)C.[C:51]([OH:57])([C:53]([F:56])([F:55])[F:54])=[O:52], predict the reaction product. The product is: [NH2:8][C@H:9]1[CH2:14][CH2:13][CH2:12][CH2:11][C@H:10]1[NH:15][C:16]1[N:21]=[C:20]([C:22]2[S:26][C:25]([NH2:27])=[N:24][CH:23]=2)[C:19]2[C:35](=[O:49])[NH:36][CH2:37][C:18]=2[C:17]=1[F:50].[C:51]([OH:57])([C:53]([F:56])([F:55])[F:54])=[O:52]. (3) Given the reactants [Br:1][C:2]1[CH:3]=[C:4]([CH2:8]O)[CH:5]=[N:6][CH:7]=1.C1(P([N:24]=[N+:25]=[N-:26])(C2C=CC=CC=2)=O)C=CC=CC=1.N12CCCN=C1CCCCC2, predict the reaction product. The product is: [N:24]([CH2:8][C:4]1[CH:5]=[N:6][CH:7]=[C:2]([Br:1])[CH:3]=1)=[N+:25]=[N-:26].